Dataset: Catalyst prediction with 721,799 reactions and 888 catalyst types from USPTO. Task: Predict which catalyst facilitates the given reaction. Reactant: [C:1]12([N:6](C(OC(C)(C)C)=O)[NH:7]C(OC(C)(C)C)=O)[CH2:5][CH:3]([CH2:4]1)[CH2:2]2.[ClH:22]. Product: [ClH:22].[ClH:22].[C:1]12([NH:6][NH2:7])[CH2:5][CH:3]([CH2:4]1)[CH2:2]2. The catalyst class is: 13.